This data is from Full USPTO retrosynthesis dataset with 1.9M reactions from patents (1976-2016). The task is: Predict the reactants needed to synthesize the given product. (1) The reactants are: [C:1]([CH:5]1[O:18][CH2:17][C:16]2[C:15]3[C:10](=[CH:11][CH:12]=[C:13]([C:19]([NH2:21])=O)[CH:14]=3)[C:9](=[O:22])[NH:8][C:7]=2[CH2:6]1)([CH3:4])([CH3:3])[CH3:2].C(N(CC)CC)C.FC(F)(F)C(OC(=O)C(F)(F)F)=O. Given the product [C:1]([CH:5]1[O:18][CH2:17][C:16]2[C:15]3[C:10](=[CH:11][CH:12]=[C:13]([C:19]#[N:21])[CH:14]=3)[C:9](=[O:22])[NH:8][C:7]=2[CH2:6]1)([CH3:4])([CH3:2])[CH3:3], predict the reactants needed to synthesize it. (2) Given the product [O:21]1[C:18]2[CH:17]=[CH:16][CH:15]=[CH:20][C:19]=2[CH:8]([CH2:5][CH2:6][NH2:7])[CH2:22]1, predict the reactants needed to synthesize it. The reactants are: [H-].[Na+].P(=O)([O-])O[C:5](CC)([CH2:8]C)[C:6]#[N:7].I[C:15]1[CH:20]=[CH:19][C:18]([O:21][CH3:22])=[CH:17][CH:16]=1.O. (3) Given the product [NH2:65][C:62]1[CH:63]=[CH:64][C:59]([O:58][C:55]2[CH:56]=[CH:57][C:52]([C:19]3([C:16]4[CH:17]=[CH:18][C:13]([O:12][C:11]5[CH:76]=[CH:77][C:78]([NH2:79])=[C:9]([OH:8])[CH:10]=5)=[CH:14][CH:15]=4)[C:20]4[CH:21]=[C:22]([C:42]56[CH2:43][CH:44]7[CH2:50][CH:48]([CH2:47][CH:46]([CH2:45]7)[CH2:51]5)[CH2:49]6)[CH:23]=[CH:24][C:25]=4[C:26]4[C:31]3=[CH:30][C:29]([C:32]35[CH2:39][CH:38]6[CH2:37][CH:36]([CH2:35][CH:34]([CH2:40]6)[CH2:33]3)[CH2:41]5)=[CH:28][CH:27]=4)=[CH:53][CH:54]=2)=[CH:60][C:61]=1[OH:68], predict the reactants needed to synthesize it. The reactants are: C([O:8][C:9]1[CH:10]=[C:11]([CH:76]=[CH:77][C:78]=1[N+:79]([O-])=O)[O:12][C:13]1[CH:18]=[CH:17][C:16]([C:19]2([C:52]3[CH:57]=[CH:56][C:55]([O:58][C:59]4[CH:64]=[CH:63][C:62]([N+:65]([O-])=O)=[C:61]([O:68]CC5C=CC=CC=5)[CH:60]=4)=[CH:54][CH:53]=3)[C:31]3[CH:30]=[C:29]([C:32]45[CH2:41][CH:36]6[CH2:37][CH:38]([CH2:40][CH:34]([CH2:35]6)[CH2:33]4)[CH2:39]5)[CH:28]=[CH:27][C:26]=3[C:25]3[C:20]2=[CH:21][C:22]([C:42]24[CH2:51][CH:46]5[CH2:47][CH:48]([CH2:50][CH:44]([CH2:45]5)[CH2:43]2)[CH2:49]4)=[CH:23][CH:24]=3)=[CH:15][CH:14]=1)C1C=CC=CC=1.C12(C3C=C(C45CC6CC(CC(C6)C4)C5)C(OC4C=CC([N+]([O-])=O)=C(OCC5C=CC=CC=5)C=4)=CC=3OC3C=CC([N+]([O-])=O)=C(OCC4C=CC=CC=4)C=3)CC3CC(CC(C3)C1)C2. (4) The reactants are: [O:1]1[C:5]2[CH:6]=[CH:7][CH:8]=[CH:9][C:4]=2[C:3]([CH2:10][C:11]([OH:13])=O)=[N:2]1.C(N=C=NCCCN(C)C)C.[CH:25]1([S:28]([NH2:31])(=[O:30])=[O:29])[CH2:27][CH2:26]1. Given the product [O:1]1[C:5]2[CH:6]=[CH:7][CH:8]=[CH:9][C:4]=2[C:3]([CH2:10][C:11]([NH:31][S:28]([CH:25]2[CH2:27][CH2:26]2)(=[O:30])=[O:29])=[O:13])=[N:2]1, predict the reactants needed to synthesize it. (5) Given the product [OH:1][CH:2]1[CH2:3][CH2:4][N:5]([C:8]([N:10]2[CH2:15][CH:14]([C:16]3[CH:21]=[CH:20][C:19]([C:22]([F:25])([F:24])[F:23])=[CH:18][CH:17]=3)[CH2:13][CH:12]([C:26]3[O:27][N:32]=[C:31]([C:33]4[CH:38]=[CH:37][N:36]=[CH:35][CH:34]=4)[N:30]=3)[CH2:11]2)=[O:9])[CH2:6][CH2:7]1, predict the reactants needed to synthesize it. The reactants are: [OH:1][CH:2]1[CH2:7][CH2:6][N:5]([C:8]([N:10]2[CH2:15][CH:14]([C:16]3[CH:21]=[CH:20][C:19]([C:22]([F:25])([F:24])[F:23])=[CH:18][CH:17]=3)[CH2:13][CH:12]([C:26](O)=[O:27])[CH2:11]2)=[O:9])[CH2:4][CH2:3]1.O[N:30]=[C:31]([C:33]1[CH:38]=[CH:37][N:36]=[CH:35][CH:34]=1)[NH2:32]. (6) Given the product [CH3:1][O:5][C:6]([C:8]1[N:9]=[CH:10][C:11]2[C:16]([C:17]=1[OH:18])=[CH:15][CH:14]=[C:13]([O:19][C:20]1[CH:25]=[CH:24][C:23]([O:26][CH3:27])=[CH:22][CH:21]=1)[CH:12]=2)=[O:7], predict the reactants needed to synthesize it. The reactants are: [CH2:1]([O:5][C:6]([C:8]1[N:9]=[CH:10][C:11]2[C:16]([C:17]=1[OH:18])=[CH:15][CH:14]=[C:13]([O:19][C:20]1[CH:25]=[CH:24][C:23]([O:26][CH3:27])=[CH:22][CH:21]=1)[CH:12]=2)=[O:7])CCC.C[O-].[Na+].CO.Cl.